From a dataset of Catalyst prediction with 721,799 reactions and 888 catalyst types from USPTO. Predict which catalyst facilitates the given reaction. (1) Reactant: [CH3:1][O:2][C:3]1[CH:8]=[C:7]([N+:9]([O-])=O)[CH:6]=[CH:5][C:4]=1[C:12]1[CH:17]=[CH:16][N:15]=[N:14][CH:13]=1. Product: [CH3:1][O:2][C:3]1[CH:8]=[C:7]([CH:6]=[CH:5][C:4]=1[C:12]1[CH:17]=[CH:16][N:15]=[N:14][CH:13]=1)[NH2:9]. The catalyst class is: 29. (2) Reactant: [C:1]([C:3]1[CH:8]=[CH:7][C:6]([N:9]([CH2:14][C:15]([F:18])([F:17])[F:16])[CH2:10][C:11](O)=O)=[CH:5][C:4]=1[C:19]([F:22])([F:21])[F:20])#[N:2].CCN=C=NCCCN(C)C.Cl.[OH:35][NH:36][C:37]([C:39]1[CH:44]=[CH:43][CH:42]=[C:41]([N+:45]([O-:47])=[O:46])[CH:40]=1)=[NH:38]. Product: [N+:45]([C:41]1[CH:40]=[C:39]([C:37]2[N:38]=[C:11]([CH2:10][N:9]([CH2:14][C:15]([F:16])([F:17])[F:18])[C:6]3[CH:7]=[CH:8][C:3]([C:1]#[N:2])=[C:4]([C:19]([F:20])([F:21])[F:22])[CH:5]=3)[O:35][N:36]=2)[CH:44]=[CH:43][CH:42]=1)([O-:47])=[O:46]. The catalyst class is: 26. (3) Reactant: [Cl:1][C:2]1[CH:3]=[CH:4][C:5]([I:9])=[C:6]([OH:8])[CH:7]=1.C1C=CC(P(C2C=CC=CC=2)C2C=CC=CC=2)=CC=1.CC(OC(/N=N/C(OC(C)C)=O)=O)C.[C:43]([O:47][C:48]([C@@H:50]1[CH2:54][CH2:53][CH2:52][N:51]1[CH2:55][CH2:56]O)=[O:49])([CH3:46])([CH3:45])[CH3:44]. Product: [C:43]([O:47][C:48]([C@@H:50]1[CH2:54][CH2:53][CH2:52][N:51]1[CH2:55][CH2:56][O:8][C:6]1[CH:7]=[C:2]([Cl:1])[CH:3]=[CH:4][C:5]=1[I:9])=[O:49])([CH3:46])([CH3:45])[CH3:44]. The catalyst class is: 1. (4) Reactant: [CH3:1][C:2]1[C:7]2[N:8]=[CH:9][CH:10]=[CH:11][C:6]=2[C:5](=[O:12])[NH:4][N:3]=1.C1C(=O)N([Br:20])C(=O)C1.C(OOC(=O)C1C=CC=CC=1)(=O)C1C=CC=CC=1. Product: [Br:20][CH2:1][C:2]1[C:7]2[N:8]=[CH:9][CH:10]=[CH:11][C:6]=2[C:5](=[O:12])[NH:4][N:3]=1. The catalyst class is: 22. (5) The catalyst class is: 11. Reactant: [F:1][C:2]1[C:3]([NH:12][C:13]2[CH:18]=[CH:17][C:16]([I:19])=[CH:15][C:14]=2[F:20])=[C:4]([CH:8]=[CH:9][C:10]=1[F:11])[C:5]([OH:7])=O.C(#N)C.CC1(C)[O:29][C@@H:28]([CH2:30][O:31][NH2:32])[CH2:27][O:26]1.Cl. Product: [OH:29][C@H:28]([CH2:27][OH:26])[CH2:30][O:31][NH:32][C:5](=[O:7])[C:4]1[CH:8]=[CH:9][C:10]([F:11])=[C:2]([F:1])[C:3]=1[NH:12][C:13]1[CH:18]=[CH:17][C:16]([I:19])=[CH:15][C:14]=1[F:20]. (6) Reactant: [F:1][C:2]1[CH:3]=[C:4]([CH:15]=[CH:16][CH:17]=1)[O:5][CH2:6][C:7]1[O:11][N:10]=[C:9]([C:12]([OH:14])=O)[CH:8]=1.C(N(CC)CC)C.Cl.C(N=C=NCCCN(C)C)C.ON1C2C=CC=CC=2N=N1.[O:47]1[CH2:51][CH2:50][CH:49]([CH2:52][NH2:53])[CH2:48]1. Product: [O:47]1[CH2:51][CH2:50][CH:49]([CH2:52][NH:53][C:12]([C:9]2[CH:8]=[C:7]([CH2:6][O:5][C:4]3[CH:15]=[CH:16][CH:17]=[C:2]([F:1])[CH:3]=3)[O:11][N:10]=2)=[O:14])[CH2:48]1. The catalyst class is: 408.